This data is from NCI-60 drug combinations with 297,098 pairs across 59 cell lines. The task is: Regression. Given two drug SMILES strings and cell line genomic features, predict the synergy score measuring deviation from expected non-interaction effect. Synergy scores: CSS=1.07, Synergy_ZIP=4.27, Synergy_Bliss=6.34, Synergy_Loewe=3.15, Synergy_HSA=4.67. Drug 2: CC1=CC=C(C=C1)C2=CC(=NN2C3=CC=C(C=C3)S(=O)(=O)N)C(F)(F)F. Cell line: TK-10. Drug 1: CC(C1=C(C=CC(=C1Cl)F)Cl)OC2=C(N=CC(=C2)C3=CN(N=C3)C4CCNCC4)N.